Task: Predict which catalyst facilitates the given reaction.. Dataset: Catalyst prediction with 721,799 reactions and 888 catalyst types from USPTO Reactant: [Si:1]([O:8][C@H:9]([C:38]1[CH:39]=[N:40][C:41]([Cl:44])=[CH:42][CH:43]=1)[C@H:10]([NH:25]C(OCC1C=CC(OC)=CC=1)=O)[CH2:11][CH2:12][C:13]#[C:14][C:15]1[CH:24]=[CH:23][C:18]([C:19]([O:21][CH3:22])=[O:20])=[CH:17][CH:16]=1)([C:4]([CH3:7])([CH3:6])[CH3:5])([CH3:3])[CH3:2].C(N(CC)CC)C. Product: [NH2:25][C@@H:10]([C@H:9]([O:8][Si:1]([C:4]([CH3:7])([CH3:6])[CH3:5])([CH3:3])[CH3:2])[C:38]1[CH:39]=[N:40][C:41]([Cl:44])=[CH:42][CH:43]=1)[CH2:11][CH2:12][C:13]#[C:14][C:15]1[CH:24]=[CH:23][C:18]([C:19]([O:21][CH3:22])=[O:20])=[CH:17][CH:16]=1. The catalyst class is: 4.